From a dataset of Forward reaction prediction with 1.9M reactions from USPTO patents (1976-2016). Predict the product of the given reaction. Given the reactants [Cl:1][C:2]1[CH:10]=[CH:9][C:5]([C:6](Cl)=[O:7])=[C:4]([I:11])[CH:3]=1.C[O:13][C:14](=[O:32])[CH2:15][C@@H:16]1[C:20]2=[CH:21][C:22]3[C:23]([CH:29]([CH3:31])[CH3:30])=[CH:24][C:25]([F:28])=[CH:26][C:27]=3[N:19]2[CH2:18][CH2:17]1, predict the reaction product. The product is: [Cl:1][C:2]1[CH:10]=[CH:9][C:5]([C:6]([C:21]2[C:22]3[C:23]([CH:29]([CH3:30])[CH3:31])=[CH:24][C:25]([F:28])=[CH:26][C:27]=3[N:19]3[CH2:18][CH2:17][C@H:16]([CH2:15][C:14]([OH:32])=[O:13])[C:20]=23)=[O:7])=[C:4]([I:11])[CH:3]=1.